This data is from Forward reaction prediction with 1.9M reactions from USPTO patents (1976-2016). The task is: Predict the product of the given reaction. Given the reactants [CH2:1]([CH:3]([CH2:29][CH2:30][CH2:31][CH3:32])[CH2:4][C:5]1[C:10]([CH2:11][CH:12]([CH2:17][CH3:18])[CH2:13][CH2:14][CH2:15][CH3:16])=[CH:9][C:8]([C:19]2[CH:23]=[CH:22][S:21][CH:20]=2)=[C:7]([C:24]2[CH:28]=[CH:27][S:26][CH:25]=2)[CH:6]=1)[CH3:2].B(F)(F)F.CCOCC.C(C1C(=O)C(Cl)=C(Cl)C(=O)C=1C#N)#N, predict the reaction product. The product is: [CH2:1]([CH:3]([CH2:29][CH2:30][CH2:31][CH3:32])[CH2:4][C:5]1[CH:6]=[C:7]2[C:24]3[CH:28]=[CH:27][S:26][C:25]=3[C:20]3[S:21][CH:22]=[CH:23][C:19]=3[C:8]2=[CH:9][C:10]=1[CH2:11][CH:12]([CH2:17][CH3:18])[CH2:13][CH2:14][CH2:15][CH3:16])[CH3:2].